From a dataset of Full USPTO retrosynthesis dataset with 1.9M reactions from patents (1976-2016). Predict the reactants needed to synthesize the given product. (1) The reactants are: [CH2:1]([OH:5])[CH2:2][CH2:3][CH3:4]. Given the product [CH2:1]([O:5][C:4]1[CH2:3][CH2:2][C:1]=1[O:5][CH2:1][CH2:2][CH2:3][CH3:4])[CH2:2][CH2:3][CH3:4], predict the reactants needed to synthesize it. (2) Given the product [NH2:8][C:18]1[N:19]=[C:20]([O:28][CH2:29][CH3:30])[C:21]([C:24]([F:27])([F:25])[F:26])=[CH:22][CH:23]=1, predict the reactants needed to synthesize it. The reactants are: COC1C=CC(C[N:8]([C:18]2[CH:23]=[CH:22][C:21]([C:24]([F:27])([F:26])[F:25])=[C:20]([O:28][CH2:29][CH3:30])[N:19]=2)CC2C=CC(OC)=CC=2)=CC=1.C(O)(C(F)(F)F)=O.C([O-])(O)=O.[Na+]. (3) Given the product [NH2:5][C:4]1[C:3]2[CH:6]=[CH:7][CH:8]=[CH:9][C:2]=2[S:10][C:11]=1[C:12]([O:14][CH3:15])=[O:13], predict the reactants needed to synthesize it. The reactants are: F[C:2]1[CH:9]=[CH:8][CH:7]=[CH:6][C:3]=1[C:4]#[N:5].[SH:10][CH2:11][C:12]([O:14][CH3:15])=[O:13].CC([O-])(C)C.[K+]. (4) Given the product [C:18]([OH:24])([C:20]([F:23])([F:22])[F:21])=[O:19].[N:1]([CH:4]1[CH2:9][CH2:8][NH:7][CH2:6][CH:5]1[OH:17])=[N+:2]=[N-:3], predict the reactants needed to synthesize it. The reactants are: [N:1]([CH:4]1[CH2:9][CH2:8][N:7](C(OC(C)(C)C)=O)[CH2:6][CH:5]1[OH:17])=[N+:2]=[N-:3].[C:18]([OH:24])([C:20]([F:23])([F:22])[F:21])=[O:19]. (5) Given the product [CH3:22][N:19]1[CH2:20][CH2:21][C:9]2[N:8]([C:4]3[CH:5]=[C:6]([C:27]4[CH:26]=[CH:25][C:24]([OH:23])=[N:29][CH:28]=4)[CH:7]=[CH:2][CH:3]=3)[C:16]3[CH:15]=[CH:14][C:13]([CH3:17])=[CH:12][C:11]=3[C:10]=2[CH2:18]1, predict the reactants needed to synthesize it. The reactants are: Br[C:2]1[CH:3]=[C:4]([N:8]2[C:16]3[CH:15]=[CH:14][C:13]([CH3:17])=[CH:12][C:11]=3[C:10]3[CH2:18][N:19]([CH3:22])[CH2:20][CH2:21][C:9]2=3)[CH:5]=[CH:6][CH:7]=1.[OH:23][C:24]1[N:29]=[CH:28][C:27](B2OC(C)(C)C(C)(C)O2)=[CH:26][CH:25]=1.C([O-])([O-])=O.[K+].[K+].O.